This data is from Catalyst prediction with 721,799 reactions and 888 catalyst types from USPTO. The task is: Predict which catalyst facilitates the given reaction. (1) Reactant: [Li]CCCC.Br[C:7]1[C:8]([NH:20][C:21]2[C:26]([CH3:27])=[CH:25][C:24]([CH3:28])=[CH:23][C:22]=2[CH3:29])=[N:9][C:10]([CH3:19])=[N:11][C:12]=1[O:13][CH:14]([CH2:17][CH3:18])[CH2:15][CH3:16].[C:30](=[O:32])=[O:31]. Product: [CH2:15]([CH:14]([O:13][C:12]1[C:7]([C:30]([OH:32])=[O:31])=[C:8]([NH:20][C:21]2[C:26]([CH3:27])=[CH:25][C:24]([CH3:28])=[CH:23][C:22]=2[CH3:29])[N:9]=[C:10]([CH3:19])[N:11]=1)[CH2:17][CH3:18])[CH3:16]. The catalyst class is: 1. (2) Reactant: II.C([Mg]Br)(C)C.[Li]CCCC.[C:13]([O:17][C:18](=[O:42])[C:19]1[CH:24]=[C:23]([O:25][CH2:26][C:27]2[CH:32]=[CH:31][CH:30]=[CH:29][CH:28]=2)[C:22](Br)=[C:21]([O:34][CH2:35][C:36]2[CH:41]=[CH:40][CH:39]=[CH:38][CH:37]=2)[CH:20]=1)([CH3:16])([CH3:15])[CH3:14].C([Cu])#N.[Li+].[Cl-].Br[CH2:49][C:50]([CH3:52])=[CH2:51]. Product: [C:13]([O:17][C:18](=[O:42])[C:19]1[CH:24]=[C:23]([O:25][CH2:26][C:27]2[CH:32]=[CH:31][CH:30]=[CH:29][CH:28]=2)[C:22]([CH2:51][C:50]([CH3:52])=[CH2:49])=[C:21]([O:34][CH2:35][C:36]2[CH:41]=[CH:40][CH:39]=[CH:38][CH:37]=2)[CH:20]=1)([CH3:16])([CH3:15])[CH3:14]. The catalyst class is: 1. (3) Reactant: [Cl:1][C:2]1[CH:3]=[CH:4][C:5]([C@@:8]([NH:30][C:31]([NH:33][C@H:34]2[CH2:38][CH2:37][CH2:36][C@H:35]2[OH:39])=O)([C:16]2[CH:21]=[C:20]([O:22][C:23]([F:28])([F:27])[CH:24]([F:26])[F:25])[CH:19]=[C:18]([F:29])[CH:17]=2)[CH2:9][C:10]2[CH:15]=[CH:14][CH:13]=[CH:12][CH:11]=2)=[N:6][CH:7]=1.CCN(S(F)(F)F)CC. Product: [Cl:1][C:2]1[CH:3]=[CH:4][C:5]([C@@:8]([NH:30][C:31]2[O:39][C@H:35]3[CH2:36][CH2:37][CH2:38][C@@H:34]3[N:33]=2)([C:16]2[CH:21]=[C:20]([O:22][C:23]([F:28])([F:27])[CH:24]([F:26])[F:25])[CH:19]=[C:18]([F:29])[CH:17]=2)[CH2:9][C:10]2[CH:15]=[CH:14][CH:13]=[CH:12][CH:11]=2)=[N:6][CH:7]=1. The catalyst class is: 2. (4) Reactant: [NH2:1][C:2]1[N:7]=[C:6]([NH2:8])[C:5]([O:9][C:10]2[C:11]([CH:22]([CH3:24])[CH3:23])=[CH:12][C:13](OC)=[C:14]([C:16](O)([CH3:18])[CH3:17])[CH:15]=2)=[CH:4][N:3]=1.FC(F)(F)[C:27](O)=[O:28].C([SiH](CC)CC)C.C([O-])(O)=O.[Na+]. Product: [CH:22]([C:11]1[C:12]([O:28][CH3:27])=[CH:13][C:14]([CH:16]([CH3:18])[CH3:17])=[CH:15][C:10]=1[O:9][C:5]1[C:6]([NH2:8])=[N:7][C:2]([NH2:1])=[N:3][CH:4]=1)([CH3:23])[CH3:24]. The catalyst class is: 2.